From a dataset of CYP2D6 inhibition data for predicting drug metabolism from PubChem BioAssay. Regression/Classification. Given a drug SMILES string, predict its absorption, distribution, metabolism, or excretion properties. Task type varies by dataset: regression for continuous measurements (e.g., permeability, clearance, half-life) or binary classification for categorical outcomes (e.g., BBB penetration, CYP inhibition). Dataset: cyp2d6_veith. (1) The result is 0 (non-inhibitor). The molecule is CCc1cccc2c3c([nH]c12)[C@@](CC)(CC(=O)O)OCC3. (2) The result is 0 (non-inhibitor). The compound is COCCn1c(=O)c(CCc2ccccc2)nc2cncnc21. (3) The drug is COc1cccc(C2C(C(=O)c3cc4ccccc4o3)=C(O)C(=O)N2c2cc(C)on2)c1OC. The result is 0 (non-inhibitor). (4) The molecule is CCOCC(=O)Nc1cc(C(F)(F)F)ccc1Oc1cccc(Br)c1. The result is 0 (non-inhibitor). (5) The molecule is CCOC(=O)N1CCC(NS(=O)(=O)c2ccc3c(c2)C(C)(C)C(=O)N3C)CC1. The result is 0 (non-inhibitor).